Dataset: Reaction yield outcomes from USPTO patents with 853,638 reactions. Task: Predict the reaction yield, written as a fraction of the theoretical maximum amount of product (1.0 means a 100% yield; for example, 0.34 means a 34% yield). (1) The reactants are [Cl:1][C:2]1[CH:7]=[CH:6][C:5]([S:8](Cl)(=[O:10])=[O:9])=[CH:4][CH:3]=1.[Cl:12][C:13]1[CH:25]=[N:24][C:16]2[NH:17][C:18]3[CH2:23][CH2:22][NH:21][CH2:20][C:19]=3[C:15]=2[CH:14]=1.O. The catalyst is N1C=CC=CC=1. The product is [Cl:12][C:13]1[CH:25]=[N:24][C:16]2[NH:17][C:18]3[CH2:23][CH2:22][N:21]([S:8]([C:5]4[CH:6]=[CH:7][C:2]([Cl:1])=[CH:3][CH:4]=4)(=[O:10])=[O:9])[CH2:20][C:19]=3[C:15]=2[CH:14]=1. The yield is 0.990. (2) The reactants are [Br:1][C:2]1[CH:3]=[C:4](B2OC(C)(C)C(C)(C)O2)[CH:5]=[C:6]([Br:10])[C:7]=1[O:8][CH3:9].[Cl:20][C:21]1[N:22]=[N:23][C:24](I)=[CH:25][CH:26]=1.C(=O)([O-])[O-].[Na+].[Na+]. The catalyst is O1CCOCC1.C1C=CC([P]([Pd]([P](C2C=CC=CC=2)(C2C=CC=CC=2)C2C=CC=CC=2)([P](C2C=CC=CC=2)(C2C=CC=CC=2)C2C=CC=CC=2)[P](C2C=CC=CC=2)(C2C=CC=CC=2)C2C=CC=CC=2)(C2C=CC=CC=2)C2C=CC=CC=2)=CC=1. The product is [Cl:20][C:21]1[N:22]=[N:23][C:24]([C:4]2[CH:5]=[C:6]([Br:10])[C:7]([O:8][CH3:9])=[C:2]([Br:1])[CH:3]=2)=[CH:25][CH:26]=1. The yield is 0.450. (3) The reactants are Br[C:2]1[CH:3]=[C:4]2[C:12](=[CH:13][CH:14]=1)[C:7]1=[N:8][CH:9]=[CH:10][CH:11]=[C:6]1[C:5]2([CH3:16])[CH3:15].[C:17]1([C:26]2[CH:31]=[CH:30][CH:29]=[CH:28][CH:27]=2)[CH:22]=[CH:21][CH:20]=[CH:19][C:18]=1B(O)O.C([O-])([O-])=O.[Na+].[Na+].CCO. The catalyst is C1C=CC([P]([Pd]([P](C2C=CC=CC=2)(C2C=CC=CC=2)C2C=CC=CC=2)([P](C2C=CC=CC=2)(C2C=CC=CC=2)C2C=CC=CC=2)[P](C2C=CC=CC=2)(C2C=CC=CC=2)C2C=CC=CC=2)(C2C=CC=CC=2)C2C=CC=CC=2)=CC=1.C1(C)C=CC=CC=1. The product is [C:17]1([C:26]2[CH:27]=[CH:28][CH:29]=[CH:30][CH:31]=2)[CH:22]=[CH:21][CH:20]=[CH:19][C:18]=1[C:2]1[CH:3]=[C:4]2[C:12](=[CH:13][CH:14]=1)[C:7]1=[N:8][CH:9]=[CH:10][CH:11]=[C:6]1[C:5]2([CH3:16])[CH3:15]. The yield is 0.660. (4) The reactants are [F:1][C:2]1[C:7]([O:8][CH3:9])=[CH:6][CH:5]=[CH:4][C:3]=1B(O)O.[N:13]1[CH:18]=[CH:17][CH:16]=[C:15]([NH:19][C:20]([N:22]2[CH2:25][CH:24]([O:26][C:27]3[CH:32]=[CH:31][C:30](Br)=[CH:29][N:28]=3)[CH2:23]2)=[O:21])[N:14]=1.C(=O)([O-])[O-].[K+].[K+]. The catalyst is C1COCC1.O.C(OCC)(=O)C. The product is [N:13]1[CH:18]=[CH:17][CH:16]=[C:15]([NH:19][C:20]([N:22]2[CH2:23][CH:24]([O:26][C:27]3[CH:32]=[CH:31][C:30]([C:3]4[CH:4]=[CH:5][CH:6]=[C:7]([O:8][CH3:9])[C:2]=4[F:1])=[CH:29][N:28]=3)[CH2:25]2)=[O:21])[N:14]=1. The yield is 0.780. (5) The reactants are I[CH2:2][CH2:3][C@H:4]([NH:9][NH:10][C:11]([O:13][CH2:14][C:15]1[CH:20]=[CH:19][CH:18]=[CH:17][CH:16]=1)=[O:12])[C:5]([O:7][CH3:8])=[O:6].C([O-])([O-])=O.[K+].[K+]. The catalyst is CC#N. The product is [N:10]1([C:11]([O:13][CH2:14][C:15]2[CH:20]=[CH:19][CH:18]=[CH:17][CH:16]=2)=[O:12])[CH2:2][CH2:3][C@@H:4]([C:5]([O:7][CH3:8])=[O:6])[NH:9]1. The yield is 1.00. (6) The reactants are [NH2:1][C:2]1[N:6](C(OC(C)(C)C)=O)[N:5]=[C:4]([CH:14]2[CH2:16][CH2:15]2)[CH:3]=1.Br[C:18]1[C:19](=[O:26])[N:20]([CH3:25])[CH:21]=[C:22]([Br:24])[CH:23]=1.C(=O)([O-])[O-].[Cs+].[Cs+].CC1(C)C2C(=C(P(C3C=CC=CC=3)C3C=CC=CC=3)C=CC=2)OC2C(P(C3C=CC=CC=3)C3C=CC=CC=3)=CC=CC1=2. The catalyst is C1C=CC(/C=C/C(/C=C/C2C=CC=CC=2)=O)=CC=1.C1C=CC(/C=C/C(/C=C/C2C=CC=CC=2)=O)=CC=1.C1C=CC(/C=C/C(/C=C/C2C=CC=CC=2)=O)=CC=1.[Pd].[Pd].O1CCOCC1. The product is [Br:24][C:22]1[CH:23]=[C:18]([NH:1][C:2]2[NH:6][N:5]=[C:4]([CH:14]3[CH2:15][CH2:16]3)[CH:3]=2)[C:19](=[O:26])[N:20]([CH3:25])[CH:21]=1. The yield is 0.500. (7) The reactants are [CH2:1]([O:8][C:9]1[CH:14]=[CH:13][C:12]([C:15]2[N:20]=[C:19]3[N:21]([CH:25]4[CH2:30][CH2:29][CH2:28][CH2:27][O:26]4)[N:22]=[C:23]([CH3:24])[C:18]3=[C:17]([CH2:31][OH:32])[CH:16]=2)=[C:11]([F:33])[CH:10]=1)[C:2]1[CH:7]=[CH:6][CH:5]=[CH:4][CH:3]=1. The catalyst is ClCCl. The product is [CH2:1]([O:8][C:9]1[CH:14]=[CH:13][C:12]([C:15]2[CH:16]=[C:17]([CH:31]=[O:32])[C:18]3[C:23]([CH3:24])=[N:22][N:21]([CH:25]4[CH2:30][CH2:29][CH2:28][CH2:27][O:26]4)[C:19]=3[N:20]=2)=[C:11]([F:33])[CH:10]=1)[C:2]1[CH:7]=[CH:6][CH:5]=[CH:4][CH:3]=1. The yield is 1.00. (8) The reactants are [N+:1]([C:4]1[CH:9]=[CH:8][CH:7]=[C:6]([CH3:10])[C:5]=1[NH:11][C:12]1[N:13]=[CH:14][C:15]2[CH:21]=[C:20]([C:22]3[C:27]([Cl:28])=[C:26]([O:29][CH3:30])[CH:25]=[C:24]([O:31][CH3:32])[C:23]=3[Cl:33])[C:19](=[O:34])[N:18]([CH3:35])[C:16]=2[N:17]=1)([O-])=O.O.[Sn](Cl)Cl.C(=O)(O)[O-].[Na+]. The catalyst is CCOC(C)=O.O. The product is [NH2:1][C:4]1[CH:9]=[CH:8][CH:7]=[C:6]([CH3:10])[C:5]=1[NH:11][C:12]1[N:13]=[CH:14][C:15]2[CH:21]=[C:20]([C:22]3[C:23]([Cl:33])=[C:24]([O:31][CH3:32])[CH:25]=[C:26]([O:29][CH3:30])[C:27]=3[Cl:28])[C:19](=[O:34])[N:18]([CH3:35])[C:16]=2[N:17]=1. The yield is 0.830. (9) The reactants are [CH3:1][C:2]1[CH:3]=[C:4]([CH:11]=[O:12])[CH:5]=[C:6]2[C:10]=1[NH:9][N:8]=[CH:7]2.C(N(CC)CC)C.[CH3:20][Si:21]([CH3:29])([CH3:28])[CH2:22][CH2:23][S:24](Cl)(=[O:26])=[O:25]. The catalyst is C(Cl)Cl. The product is [CH3:1][C:2]1[C:10]2[C:6](=[CH:7][N:8]([S:24]([CH2:23][CH2:22][Si:21]([CH3:29])([CH3:28])[CH3:20])(=[O:26])=[O:25])[N:9]=2)[CH:5]=[C:4]([CH:11]=[O:12])[CH:3]=1. The yield is 0.770.